The task is: Predict which catalyst facilitates the given reaction.. This data is from Catalyst prediction with 721,799 reactions and 888 catalyst types from USPTO. (1) Reactant: [C:1]([C:4]1[CH:9]=[N:8][CH:7]=[CH:6][N:5]=1)(=[O:3])[CH3:2].CCN(C(C)C)C(C)C.[Si:19](OS(C(F)(F)F)(=O)=O)([CH:26]([CH3:28])[CH3:27])([CH:23]([CH3:25])[CH3:24])[CH:20]([CH3:22])[CH3:21]. Product: [CH:20]([Si:19]([CH:26]([CH3:28])[CH3:27])([CH:23]([CH3:25])[CH3:24])[O:3][C:1]([C:4]1[CH:9]=[N:8][CH:7]=[CH:6][N:5]=1)=[CH2:2])([CH3:22])[CH3:21]. The catalyst class is: 2. (2) Reactant: [CH3:1][C:2]1[CH:7]=[C:6]([CH3:8])[CH:5]=[C:4]([CH3:9])[C:3]=1[C:10]1(Cl)[C:19]2[C:14](=[CH:15][CH:16]=[CH:17][CH:18]=2)[CH:13]=[N:12][NH:11]1.[CH2:21]([NH:24][CH2:25][CH:26]1[CH2:28][CH2:27]1)[CH2:22][CH3:23]. Product: [CH:26]1([CH2:25][N:24]([CH2:21][CH2:22][CH3:23])[C:13]2[C:14]3[C:19](=[CH:18][CH:17]=[CH:16][CH:15]=3)[C:10]([C:3]3[C:2]([CH3:1])=[CH:7][C:6]([CH3:8])=[CH:5][C:4]=3[CH3:9])=[N:11][N:12]=2)[CH2:28][CH2:27]1. The catalyst class is: 11. (3) Product: [ClH:1].[ClH:1].[ClH:1].[CH2:32]([O:31][CH2:30][C:14]1[N:15]([CH2:16][CH:17]2[CH2:18][CH2:19][NH:20][CH2:21][CH2:22]2)[C:11]2[C:10]3[CH:9]=[CH:8][C:7]([C:34]4[CH:35]=[N:36][CH:37]=[CH:38][CH:39]=4)=[CH:6][C:5]=3[N:4]=[C:3]([NH2:2])[C:12]=2[N:13]=1)[CH3:33]. Reactant: [ClH:1].[NH2:2][C:3]1[C:12]2[N:13]=[C:14]([CH2:30][O:31][CH2:32][CH3:33])[N:15]([CH2:16][CH:17]3[CH2:22][CH2:21][N:20](C(OC(C)(C)C)=O)[CH2:19][CH2:18]3)[C:11]=2[C:10]2[CH:9]=[CH:8][C:7]([C:34]3[CH:35]=[N:36][CH:37]=[CH:38][CH:39]=3)=[CH:6][C:5]=2[N:4]=1. The catalyst class is: 8. (4) Product: [CH3:4][O:5][C:6]([C:8]1[C:9]([OH:27])=[C:10]2[C:15](=[CH:16][N:17]=1)[N:14]([CH2:18][C:19]1[CH:24]=[CH:23][CH:22]=[CH:21][CH:20]=1)[C:13](=[O:25])[CH2:12][CH2:11]2)=[O:7]. Reactant: CCO.[CH3:4][O:5][C:6]([C:8]1[C:9]([OH:27])=[C:10]2[C:15](=[CH:16][N:17]=1)[N:14]([CH2:18][C:19]1[CH:24]=[CH:23][CH:22]=[CH:21][CH:20]=1)[C:13](=[O:25])[C:12](Br)=[CH:11]2)=[O:7].C([O-])(=O)C.[Na+]. The catalyst class is: 350. (5) Reactant: [Cl:1][C:2]1[CH:7]=[C:6]([O:8][C:9]2[C:18]3[C:13](=[CH:14][C:15]([OH:21])=[C:16]([O:19][CH3:20])[CH:17]=3)[N:12]=[CH:11][N:10]=2)[CH:5]=[CH:4][C:3]=1[NH:22][C:23]([NH:25][CH3:26])=[O:24].C1(P(C2C=CC=CC=2)C2C=CC=CC=2)C=CC=CC=1.[N:46]1([CH:52](O)[CH2:53][CH3:54])[CH2:51][CH2:50][CH2:49][CH2:48][CH2:47]1.N(C(OCC)=O)=NC(OCC)=O. Product: [Cl:1][C:2]1[CH:7]=[C:6]([O:8][C:9]2[C:18]3[C:13](=[CH:14][C:15]([O:21][CH2:54][CH2:53][CH2:52][N:46]4[CH2:51][CH2:50][CH2:49][CH2:48][CH2:47]4)=[C:16]([O:19][CH3:20])[CH:17]=3)[N:12]=[CH:11][N:10]=2)[CH:5]=[CH:4][C:3]=1[NH:22][C:23]([NH:25][CH3:26])=[O:24]. The catalyst class is: 9. (6) Reactant: [CH2:1]([O:8][NH:9][CH:10]=[CH2:11])[C:2]1[CH:7]=[CH:6][CH:5]=[CH:4][CH:3]=1.[BH3-]C#N.[Na+].[OH-].[Na+]. Product: [CH2:1]([O:8][NH:9][CH2:10][CH3:11])[C:2]1[CH:7]=[CH:6][CH:5]=[CH:4][CH:3]=1. The catalyst class is: 52.